Dataset: Full USPTO retrosynthesis dataset with 1.9M reactions from patents (1976-2016). Task: Predict the reactants needed to synthesize the given product. (1) Given the product [C:1]([O:5][C:6](=[O:32])[N:7]([C@H:8]([C:10](=[O:30])[NH:11][C@@H:12]1[C:13](=[O:29])[N:14]([CH2:33][C:34]2[CH:39]=[CH:38][CH:37]=[CH:36][CH:35]=2)[C:15]2[CH:28]=[CH:27][CH:26]=[CH:25][C:16]=2[N:17]([C:19](=[O:24])[CH2:20][CH:21]([CH3:23])[CH3:22])[CH2:18]1)[CH3:9])[CH3:31])([CH3:3])([CH3:4])[CH3:2], predict the reactants needed to synthesize it. The reactants are: [C:1]([O:5][C:6](=[O:32])[N:7]([CH3:31])[C@H:8]([C:10](=[O:30])[NH:11][C@H:12]1[CH2:18][N:17]([C:19](=[O:24])[CH2:20][CH:21]([CH3:23])[CH3:22])[C:16]2[CH:25]=[CH:26][CH:27]=[CH:28][C:15]=2[NH:14][C:13]1=[O:29])[CH3:9])([CH3:4])([CH3:3])[CH3:2].[CH2:33](Br)[C:34]1[CH:39]=[CH:38][CH:37]=[CH:36][CH:35]=1.C([O-])([O-])=O.[Cs+].[Cs+].O. (2) Given the product [C:1]([NH:5][S:6]([C:9]1[CH:10]=[N:11][N:12]2[C:17]([NH:18][C:19]3[CH:24]=[C:23]([F:25])[CH:22]=[CH:21][C:20]=3[F:26])=[C:16]([C:27]([N:42]3[CH2:41][CH2:40][CH:39]([C:36]4[CH:37]=[CH:38][C:33]([F:32])=[CH:34][CH:35]=4)[CH2:44][CH2:43]3)=[O:28])[CH:15]=[N:14][C:13]=12)(=[O:7])=[O:8])([CH3:4])([CH3:2])[CH3:3], predict the reactants needed to synthesize it. The reactants are: [C:1]([NH:5][S:6]([C:9]1[CH:10]=[N:11][N:12]2[C:17]([NH:18][C:19]3[CH:24]=[C:23]([F:25])[CH:22]=[CH:21][C:20]=3[F:26])=[C:16]([C:27](OCC)=[O:28])[CH:15]=[N:14][C:13]=12)(=[O:8])=[O:7])([CH3:4])([CH3:3])[CH3:2].[F:32][C:33]1[CH:38]=[CH:37][C:36]([CH:39]2[CH2:44][CH2:43][NH:42][CH2:41][CH2:40]2)=[CH:35][CH:34]=1.